Dataset: Forward reaction prediction with 1.9M reactions from USPTO patents (1976-2016). Task: Predict the product of the given reaction. (1) Given the reactants [F:1][C:2]1[C:3]([N:10]2[CH:27]=[C:13]3[C:14]([NH:19][C:20]4[CH:25]=[C:24]([CH3:26])[N:23]=[CH:22][N:21]=4)=[N:15][CH:16]=[C:17]([F:18])[C:12]3=[N:11]2)=[C:4]([CH:7]=[CH:8][CH:9]=1)[C:5]#[N:6].[ClH:28], predict the reaction product. The product is: [ClH:28].[F:1][C:2]1[C:3]([N:10]2[CH:27]=[C:13]3[C:14]([NH:19][C:20]4[CH:25]=[C:24]([CH3:26])[N:23]=[CH:22][N:21]=4)=[N:15][CH:16]=[C:17]([F:18])[C:12]3=[N:11]2)=[C:4]([CH:7]=[CH:8][CH:9]=1)[C:5]#[N:6]. (2) Given the reactants O[C@H:2]1[CH2:6][N:5]([C:7]([O:9][C:10]([CH3:13])([CH3:12])[CH3:11])=[O:8])[C@H:4]([C:14]([O:16][CH3:17])=[O:15])[CH2:3]1.C(N(S(F)(F)[F:24])CC)C.C([O-])(O)=O.[Na+], predict the reaction product. The product is: [F:24][C@@H:2]1[CH2:6][N:5]([C:7]([O:9][C:10]([CH3:13])([CH3:12])[CH3:11])=[O:8])[C@H:4]([C:14]([O:16][CH3:17])=[O:15])[CH2:3]1. (3) The product is: [C:18]([C:22]1[CH:27]=[CH:26][C:25]([S:28]([NH:1][C:2]2[CH:3]=[CH:4][C:5]([F:17])=[C:6]([F:16])[C:7]=2[C:8]([C:10]2[CH:15]=[CH:14][N:13]=[CH:12][CH:11]=2)=[O:9])(=[O:30])=[O:29])=[CH:24][CH:23]=1)([CH3:21])([CH3:19])[CH3:20]. Given the reactants [NH2:1][C:2]1[C:7]([C:8]([C:10]2[CH:15]=[CH:14][N:13]=[CH:12][CH:11]=2)=[O:9])=[C:6]([F:16])[C:5]([F:17])=[CH:4][CH:3]=1.[C:18]([C:22]1[CH:27]=[CH:26][C:25]([S:28](Cl)(=[O:30])=[O:29])=[CH:24][CH:23]=1)([CH3:21])([CH3:20])[CH3:19], predict the reaction product. (4) Given the reactants CC1C=CC(S(O[CH2:12][CH:13]2[O:18][C:17]3[CH:19]=[C:20]([F:23])[CH:21]=[CH:22][C:16]=3[O:15][CH2:14]2)(=O)=O)=CC=1.[CH3:24][NH2:25], predict the reaction product. The product is: [F:23][C:20]1[CH:21]=[CH:22][C:16]2[O:15][CH2:14][CH:13]([CH2:12][NH:25][CH3:24])[O:18][C:17]=2[CH:19]=1. (5) Given the reactants Br[C:2]1[CH:3]=[CH:4][C:5]([Cl:20])=[C:6]([CH:19]=1)[CH2:7][N:8]([CH:16]1[CH2:18][CH2:17]1)[C:9](=[O:15])[O:10][C:11]([CH3:14])([CH3:13])[CH3:12].[F-].[Cs+].[CH2:23]([Sn](CCCC)(CCCC)CCCC)[CH:24]=[CH2:25], predict the reaction product. The product is: [CH2:25]([C:2]1[CH:3]=[CH:4][C:5]([Cl:20])=[C:6]([CH:19]=1)[CH2:7][N:8]([CH:16]1[CH2:18][CH2:17]1)[C:9](=[O:15])[O:10][C:11]([CH3:14])([CH3:13])[CH3:12])[CH:24]=[CH2:23]. (6) Given the reactants [NH2:1][C:2]1[NH:7][C:6](=[O:8])[NH:5][C:4](=[O:9])[CH:3]=1.[CH3:10][CH2:11][CH:12]1[O:14][CH2:13]1.[OH-].[Na+].N1C=CC(=O)NC1=O, predict the reaction product. The product is: [OH:14][CH:12]([CH2:11][CH3:10])[CH2:13][N:5]1[C:4](=[O:9])[CH:3]=[C:2]([NH2:1])[NH:7][C:6]1=[O:8]. (7) Given the reactants C([O:4][CH2:5][C:6]([N:8]1[CH2:13][CH2:12][CH:11]([N:14]2[CH2:19][CH2:18][CH:17]([C:20]3[O:24][N:23]=[C:22]([N:25]4[C:33]5[C:28](=[CH:29][CH:30]=[C:31]([O:35]C)[C:32]=5[F:34])[C:27]([CH:37]([CH3:39])[CH3:38])=[N:26]4)[N:21]=3)[CH2:16][CH2:15]2)[CH2:10][CH2:9]1)=[O:7])(=O)C.B(Br)(Br)Br.C(=O)(O)[O-].[Na+], predict the reaction product. The product is: [F:34][C:32]1[C:31]([OH:35])=[CH:30][CH:29]=[C:28]2[C:33]=1[N:25]([C:22]1[N:21]=[C:20]([CH:17]3[CH2:18][CH2:19][N:14]([CH:11]4[CH2:10][CH2:9][N:8]([C:6](=[O:7])[CH2:5][OH:4])[CH2:13][CH2:12]4)[CH2:15][CH2:16]3)[O:24][N:23]=1)[N:26]=[C:27]2[CH:37]([CH3:38])[CH3:39]. (8) Given the reactants [Cl:1][C:2]1[CH:7]=[CH:6][C:5]([NH:8][C:9](=O)[C:10]([F:13])([F:12])[F:11])=[CH:4][CH:3]=1.[H-].[Al+3].[Li+].[H-].[H-].[H-], predict the reaction product. The product is: [Cl:1][C:2]1[CH:3]=[CH:4][C:5]([NH:8][CH2:9][C:10]([F:11])([F:12])[F:13])=[CH:6][CH:7]=1. (9) The product is: [CH2:3]([O:7][C:9]1[N:14]=[CH:13][N:12]=[C:11]([N:15]2[CH2:21][CH2:20][CH2:19][CH2:18][CH2:17][CH:16]2[CH2:22][CH3:23])[C:10]=1[F:24])[C:4]#[C:5][CH3:6]. Given the reactants [H-].[Na+].[CH2:3]([OH:7])[C:4]#[C:5][CH3:6].Cl[C:9]1[N:14]=[CH:13][N:12]=[C:11]([N:15]2[CH2:21][CH2:20][CH2:19][CH2:18][CH2:17][CH:16]2[CH2:22][CH3:23])[C:10]=1[F:24].[Cl-].[NH4+], predict the reaction product.